Dataset: Forward reaction prediction with 1.9M reactions from USPTO patents (1976-2016). Task: Predict the product of the given reaction. (1) Given the reactants [C:1]1([C:7]2[C:15]([C:16]3[CH:21]=[CH:20][N:19]=[C:18]([NH2:22])[CH:17]=3)=[C:10]3[NH:11][CH2:12][CH2:13][CH2:14][N:9]3[N:8]=2)[CH:6]=[CH:5][CH:4]=[CH:3][CH:2]=1.C(N(CC)CC)C.[C:30](Cl)(=[O:32])[CH3:31].O, predict the reaction product. The product is: [C:1]1([C:7]2[C:15]([C:16]3[CH:21]=[CH:20][N:19]=[C:18]([NH:22][C:30](=[O:32])[CH3:31])[CH:17]=3)=[C:10]3[NH:11][CH2:12][CH2:13][CH2:14][N:9]3[N:8]=2)[CH:2]=[CH:3][CH:4]=[CH:5][CH:6]=1. (2) Given the reactants [OH:1][C:2]1[C:24]([O:25][CH3:26])=[CH:23][C:5]2[C:6]3[N:11]([CH:12]([CH:14]([CH3:16])[CH3:15])[CH2:13][C:4]=2[CH:3]=1)[CH:10]=[C:9]([C:17]([O:19][CH2:20][CH3:21])=[O:18])[C:8](=[O:22])[CH:7]=3.Br[CH2:28][CH:29]([F:31])[F:30].C([O-])([O-])=O.[K+].[K+], predict the reaction product. The product is: [F:30][CH:29]([F:31])[CH2:28][O:1][C:2]1[C:24]([O:25][CH3:26])=[CH:23][C:5]2[C:6]3[N:11]([CH:12]([CH:14]([CH3:16])[CH3:15])[CH2:13][C:4]=2[CH:3]=1)[CH:10]=[C:9]([C:17]([O:19][CH2:20][CH3:21])=[O:18])[C:8](=[O:22])[CH:7]=3.